Predict the product of the given reaction. From a dataset of Forward reaction prediction with 1.9M reactions from USPTO patents (1976-2016). (1) Given the reactants C([CH:8]([CH:10]1[CH2:14][C:13]2[CH:15]=[CH:16][CH:17]=[C:18]([C:19]3[C:24]([Cl:25])=[CH:23][C:22]([Cl:26])=[CH:21][C:20]=3[Cl:27])[C:12]=2[O:11]1)[NH2:9])C1C=CC=CC=1.C(N(C(C)C)CC)(C)C.Cl[C:38]([O:40][CH2:41][C:42]1[CH:47]=[CH:46][CH:45]=[CH:44][CH:43]=1)=[O:39].C1(C2C3OC(CNC(=O)OCC4C=CC=CC=4)CC=3C=CC=2)CCCC1, predict the reaction product. The product is: [CH2:41]([O:40][C:38](=[O:39])[NH:9][CH2:8][CH:10]1[CH2:14][C:13]2[CH:15]=[CH:16][CH:17]=[C:18]([C:19]3[C:20]([Cl:27])=[CH:21][C:22]([Cl:26])=[CH:23][C:24]=3[Cl:25])[C:12]=2[O:11]1)[C:42]1[CH:47]=[CH:46][CH:45]=[CH:44][CH:43]=1. (2) Given the reactants Br[C:2]1[CH:7]=[CH:6][C:5]([S:8]([NH2:11])(=[O:10])=[O:9])=[CH:4][CH:3]=1.[F:12][C:13]1[CH:18]=[CH:17][C:16]([C:19]2[C:20]([C:30]3[CH:35]=[CH:34][CH:33]=[C:32]([CH3:36])[N:31]=3)=[N:21][N:22]([S:24]([N:27]([CH3:29])[CH3:28])(=[O:26])=[O:25])[CH:23]=2)=[CH:15][C:14]=1B1OC(C)(C)C(C)(C)O1, predict the reaction product. The product is: [NH2:11][S:8]([C:5]1[CH:6]=[CH:7][C:2]([C:18]2[C:13]([F:12])=[CH:14][CH:15]=[C:16]([C:19]3[C:20]([C:30]4[CH:35]=[CH:34][CH:33]=[C:32]([CH3:36])[N:31]=4)=[N:21][N:22]([S:24]([N:27]([CH3:28])[CH3:29])(=[O:25])=[O:26])[CH:23]=3)[CH:17]=2)=[CH:3][CH:4]=1)(=[O:10])=[O:9].